This data is from Forward reaction prediction with 1.9M reactions from USPTO patents (1976-2016). The task is: Predict the product of the given reaction. (1) Given the reactants [NH:1]1[C:9]2[C:4](=[CH:5][CH:6]=[CH:7][CH:8]=2)[C:3]([CH2:10][CH:11]2[C:15](=[O:16])[C:14]3[CH:17]=[CH:18][C:19]([OH:35])=[C:20]([CH2:21][N:22]4[CH2:27][CH2:26][N:25](C(OC(C)(C)C)=O)[CH2:24][CH2:23]4)[C:13]=3[O:12]2)=[CH:2]1.Cl, predict the reaction product. The product is: [NH:1]1[C:9]2[C:4](=[CH:5][CH:6]=[CH:7][CH:8]=2)[C:3]([CH2:10][C:11]2[O:12][C:13]3[C:20]([CH2:21][N:22]4[CH2:23][CH2:24][NH:25][CH2:26][CH2:27]4)=[C:19]([OH:35])[CH:18]=[CH:17][C:14]=3[C:15]=2[OH:16])=[CH:2]1. (2) Given the reactants C([O:8][C:9]1[C:10](=[O:35])[N:11](COCC2C=CC=CC=2)[C:12](=[O:25])[N:13]([CH2:15][C:16]([F:24])([F:23])[C:17]2[CH:22]=[CH:21][CH:20]=[CH:19][CH:18]=2)[N:14]=1)C1C=CC=CC=1, predict the reaction product. The product is: [F:24][C:16]([F:23])([C:17]1[CH:18]=[CH:19][CH:20]=[CH:21][CH:22]=1)[CH2:15][N:13]1[C:12](=[O:25])[NH:11][C:10](=[O:35])[C:9]([OH:8])=[N:14]1.